Dataset: Forward reaction prediction with 1.9M reactions from USPTO patents (1976-2016). Task: Predict the product of the given reaction. (1) The product is: [CH3:20][C:19]([CH3:18])=[CH:21][CH2:24][C:11]1[C:10](=[O:12])[C:9]2[CH:8]=[CH:7][CH:6]=[CH:5][C:4]=2[C:3](=[O:13])[C:2]=1[OH:1]. Given the reactants [OH:1][C:2]1[C:3](=[O:13])[C:4]2[C:9]([C:10](=[O:12])[CH:11]=1)=[CH:8][CH:7]=[CH:6][CH:5]=2.[H-].[Li+].[H][H].[CH2:18](Br)[C:19](=[CH2:21])[CH3:20].Cl.[CH3:24]S(C)=O, predict the reaction product. (2) Given the reactants [Br:1][C:2]1[CH:3]=[C:4]([CH:9]=[C:10]([F:12])[CH:11]=1)[C:5]([O:7]C)=O.[CH3:13][P:14](=[O:19])([O:17][CH3:18])[O:15][CH3:16].[Li+].C[Si]([N-][Si](C)(C)C)(C)C.Cl, predict the reaction product. The product is: [Br:1][C:2]1[CH:3]=[C:4]([C:5](=[O:7])[CH2:13][P:14](=[O:19])([O:17][CH3:18])[O:15][CH3:16])[CH:9]=[C:10]([F:12])[CH:11]=1. (3) Given the reactants OC(C(F)(F)F)=O.[N:8]1([CH2:14][C:15]2[N:16]=[N:17][C:18]3[C:19](=[C:21]([NH2:26])[N:22]=[C:23]([NH2:25])[N:24]=3)[N:20]=2)[CH2:13][CH2:12][NH:11][CH2:10][CH2:9]1.[F:27][C:28]([F:38])([F:37])[C:29]1[CH:36]=[CH:35][C:32]([CH2:33]Br)=[CH:31][CH:30]=1.C(=O)([O-])[O-].[K+].[K+].CC#N.O, predict the reaction product. The product is: [F:27][C:28]([F:37])([F:38])[C:29]1[CH:36]=[CH:35][C:32]([CH2:33][N:11]2[CH2:12][CH2:13][N:8]([CH2:14][C:15]3[N:16]=[N:17][C:18]4[C:19](=[C:21]([NH2:26])[N:22]=[C:23]([NH2:25])[N:24]=4)[N:20]=3)[CH2:9][CH2:10]2)=[CH:31][CH:30]=1. (4) Given the reactants [F:1][C:2]([F:29])([F:28])[C:3]1[CH:4]=[CH:5][C:6]([NH:9][CH2:10][C@@H:11]2[CH2:17][C@H:16]3[C@H:14]([CH2:15]3)[CH2:13][N:12]2C(OCC2C=CC=CC=2)=O)=[N:7][CH:8]=1, predict the reaction product. The product is: [C@H:14]12[CH2:15][C@H:16]1[CH2:17][C@@H:11]([CH2:10][NH:9][C:6]1[CH:5]=[CH:4][C:3]([C:2]([F:29])([F:1])[F:28])=[CH:8][N:7]=1)[NH:12][CH2:13]2.